The task is: Predict the reaction yield, written as a fraction of the theoretical maximum amount of product (1.0 means a 100% yield; for example, 0.34 means a 34% yield).. This data is from Reaction yield outcomes from USPTO patents with 853,638 reactions. (1) The reactants are [CH3:1][C:2]1([CH3:30])[CH2:10][C:9]2[N:8]([C:11]3[CH:18]=[CH:17][C:14]([C:15]#[N:16])=[C:13]([NH:19][CH:20]4[CH2:25][CH2:24][O:23][CH2:22][CH2:21]4)[CH:12]=3)[N:7]=[C:6]([CH:26]([F:28])[F:27])[C:5]=2[C:4](=[O:29])[CH2:3]1.C([OH:33])C.CS(C)=O.[OH-].[Na+].OO. The catalyst is O. The product is [CH3:1][C:2]1([CH3:30])[CH2:10][C:9]2[N:8]([C:11]3[CH:18]=[CH:17][C:14]([C:15]([NH2:16])=[O:33])=[C:13]([NH:19][CH:20]4[CH2:21][CH2:22][O:23][CH2:24][CH2:25]4)[CH:12]=3)[N:7]=[C:6]([CH:26]([F:27])[F:28])[C:5]=2[C:4](=[O:29])[CH2:3]1. The yield is 0.930. (2) The reactants are [CH2:1]([O:3][C:4]([C:6]1[NH:7][C:8]2[C:13]([CH:14]=1)=[CH:12][CH:11]=[C:10]([OH:15])[CH:9]=2)=[O:5])[CH3:2].[CH:16]([N:19]1[CH2:23][CH2:22][CH:21](O)[CH2:20]1)([CH3:18])[CH3:17].C(P(CCCC)CCCC)CCC.N(C(N1CCCCC1)=O)=NC(N1CCCCC1)=O. The catalyst is C1COCC1. The product is [CH2:1]([O:3][C:4]([C:6]1[NH:7][C:8]2[C:13]([CH:14]=1)=[CH:12][CH:11]=[C:10]([O:15][CH:21]1[CH2:22][CH2:23][N:19]([CH:16]([CH3:18])[CH3:17])[CH2:20]1)[CH:9]=2)=[O:5])[CH3:2]. The yield is 1.00. (3) The reactants are Cl[C:2]1[N:10]=[C:9](Cl)[CH:8]=[CH:7][C:3]=1[C:4]([NH2:6])=[O:5].[O:12]([C:19]1[CH:24]=[CH:23][C:22]([OH:25])=[CH:21][CH:20]=1)[C:13]1[CH:18]=[CH:17][CH:16]=[CH:15][CH:14]=1.[N:26]1([C:32]([O:34]C(C)(C)C)=O)[CH2:31][CH2:30][NH:29][CH2:28][CH2:27]1.[C:39](O)(=O)[CH:40]=C. No catalyst specified. The product is [C:32]([N:26]1[CH2:27][CH2:28][N:29]([C:9]2[CH:8]=[CH:7][C:3]([C:4]([NH2:6])=[O:5])=[C:2]([O:25][C:22]3[CH:21]=[CH:20][C:19]([O:12][C:13]4[CH:18]=[CH:17][CH:16]=[CH:15][CH:14]=4)=[CH:24][CH:23]=3)[N:10]=2)[CH2:30][CH2:31]1)(=[O:34])[CH:39]=[CH2:40]. The yield is 0.500. (4) The reactants are [Cl:1][C:2]1[CH:3]=[C:4]([CH:23]=[CH:24][C:25]=1[Cl:26])[CH2:5][S:6](N1CCN(C2C(Cl)=CN=CC=2Cl)CC1)(=[O:8])=[O:7].[Cl:27]C1C=NC=C(Cl)C=1N1CCNCC1. No catalyst specified. The product is [Cl:1][C:2]1[CH:3]=[C:4]([CH2:5][S:6]([Cl:27])(=[O:8])=[O:7])[CH:23]=[CH:24][C:25]=1[Cl:26]. The yield is 0.610. (5) The reactants are [Cl:1][C:2]1[CH:3]=[C:4]([C:8]2[O:12][N:11]=[C:10]([CH2:13][CH:14]3[CH2:19][CH2:18][CH2:17][NH:16][C:15]3=O)[N:9]=2)[CH:5]=[CH:6][CH:7]=1.[C:21]([NH:29][NH2:30])(=O)[C:22]1[CH:27]=[CH:26][N:25]=[CH:24][CH:23]=1. The catalyst is C(Cl)Cl. The product is [Cl:1][C:2]1[CH:3]=[C:4]([C:8]2[O:12][N:11]=[C:10]([CH2:13][CH:14]3[CH2:19][CH2:18][CH2:17][N:16]4[C:21]([C:22]5[CH:27]=[CH:26][N:25]=[CH:24][CH:23]=5)=[N:29][N:30]=[C:15]34)[N:9]=2)[CH:5]=[CH:6][CH:7]=1. The yield is 0.200. (6) The reactants are [C:1]1([C@@H:7]([NH:9][C@H:10]2[CH2:15][CH2:14][N:13]([C:16]([O:18][C:19]([CH3:22])([CH3:21])[CH3:20])=[O:17])[CH2:12][C@H:11]2[C:23]([O:25][CH3:26])=[O:24])[CH3:8])[CH:6]=[CH:5][CH:4]=[CH:3][CH:2]=1.C[O-].[Na+]. The catalyst is CO. The product is [C:1]1([C@@H:7]([NH:9][C@H:10]2[CH2:15][CH2:14][N:13]([C:16]([O:18][C:19]([CH3:22])([CH3:20])[CH3:21])=[O:17])[CH2:12][C@@H:11]2[C:23]([O:25][CH3:26])=[O:24])[CH3:8])[CH:6]=[CH:5][CH:4]=[CH:3][CH:2]=1. The yield is 0.300. (7) The reactants are Cl[C:2]1[N:7]=[C:6]([N:8]2[CH2:13][CH2:12][O:11][CH2:10][C@H:9]2[CH3:14])[CH:5]=[C:4]([C:15]2([S:21]([CH:24]([CH3:26])[CH3:25])(=[O:23])=[O:22])[CH2:20][CH2:19][O:18][CH2:17][CH2:16]2)[N:3]=1.C(=O)([O-])[O-].[Na+].[Na+].[NH:33]1[C:41]2[C:36](=[C:37](B(O)O)[CH:38]=[CH:39][CH:40]=2)[CH:35]=[CH:34]1. The catalyst is COCCOC.O.Cl[Pd](Cl)([P](C1C=CC=CC=1)(C1C=CC=CC=1)C1C=CC=CC=1)[P](C1C=CC=CC=1)(C1C=CC=CC=1)C1C=CC=CC=1. The product is [CH3:25][CH:24]([S:21]([C:15]1([C:4]2[CH:5]=[C:6]([N:8]3[CH2:13][CH2:12][O:11][CH2:10][C@H:9]3[CH3:14])[N:7]=[C:2]([C:37]3[CH:38]=[CH:39][CH:40]=[C:41]4[C:36]=3[CH:35]=[CH:34][NH:33]4)[N:3]=2)[CH2:20][CH2:19][O:18][CH2:17][CH2:16]1)(=[O:23])=[O:22])[CH3:26]. The yield is 0.510. (8) The yield is 0.340. The reactants are [CH2:1]1[CH2:8][CH2:7][CH2:6][CH2:5][CH2:4][CH2:3][CH2:2]1.[OH:9]N1[C:20](=[O:21])[C:19]2[C:14](=[CH:15][CH:16]=[CH:17][CH:18]=2)S1(=O)=O.[C:22]([OH:25])(=O)[CH3:23]. No catalyst specified. The product is [C:1]1(=[O:9])[CH2:8][CH2:7][CH2:6][CH2:5][CH2:4][CH2:3][CH2:2]1.[CH:20]1([OH:21])[CH2:19][CH2:14][CH2:15][CH2:16][CH2:17][CH2:18][CH2:22]1.[C:22]1(=[O:25])[CH2:23][CH2:6][CH2:5][CH2:4][C:3](=[O:9])[CH2:2][CH2:1]1. (9) The reactants are [Cl:1][C:2]1[CH:7]=[CH:6][C:5]([CH2:8][C:9](=[C:11]2C(=O)O[C:14](C)([CH3:18])[O:13][C:12]2=[O:20])[OH:10])=[CH:4][CH:3]=1. The catalyst is C(O)C. The product is [Cl:1][C:2]1[CH:3]=[CH:4][C:5]([CH2:8][C:9](=[O:10])[CH2:11][C:12]([O:13][CH2:14][CH3:18])=[O:20])=[CH:6][CH:7]=1. The yield is 0.730. (10) The reactants are [N:1]1([CH2:6][CH2:7][O:8][C:9]2[CH:10]=[C:11]3[C:16](=[CH:17][CH:18]=2)[C:15](=[O:19])[CH2:14][CH2:13][CH2:12]3)[CH:5]=[CH:4][N:3]=[CH:2]1.[CH:20](=O)[C:21]1[CH:26]=[CH:25][CH:24]=[CH:23][CH:22]=1. The catalyst is [OH-].[K+].CCO. The product is [CH:20](=[C:14]1[CH2:13][CH2:12][C:11]2[C:16](=[CH:17][CH:18]=[C:9]([O:8][CH2:7][CH2:6][N:1]3[CH:5]=[CH:4][N:3]=[CH:2]3)[CH:10]=2)[C:15]1=[O:19])[C:21]1[CH:26]=[CH:25][CH:24]=[CH:23][CH:22]=1. The yield is 0.880.